From a dataset of Catalyst prediction with 721,799 reactions and 888 catalyst types from USPTO. Predict which catalyst facilitates the given reaction. (1) Product: [O:28]=[S:2]1(=[O:1])[C:8]2[CH:9]=[CH:10][CH:11]=[CH:12][C:7]=2[CH2:6][N:5]([C:13]2[CH:22]=[C:21]([NH:23][CH2:24][CH2:25][NH:26][C:30]3[CH:35]=[CH:34][CH:33]=[CH:32][N:31]=3)[C:20]3[C:15](=[CH:16][CH:17]=[C:18]([CH3:27])[CH:19]=3)[N:14]=2)[CH2:4][CH2:3]1. Reactant: [O:1]=[S:2]1(=[O:28])[C:8]2[CH:9]=[CH:10][CH:11]=[CH:12][C:7]=2[CH2:6][N:5]([C:13]2[CH:22]=[C:21]([NH:23][CH2:24][CH2:25][NH2:26])[C:20]3[C:15](=[CH:16][CH:17]=[C:18]([CH3:27])[CH:19]=3)[N:14]=2)[CH2:4][CH2:3]1.Br[C:30]1[CH:35]=[CH:34][CH:33]=[CH:32][N:31]=1.C(=O)([O-])[O-].[Cs+].[Cs+].CN1CCCC1=O. The catalyst class is: 13. (2) Reactant: [Cl:1][C:2]1[CH:11]=[C:10]2[C:5]([C:6]([N:12]3[CH2:17][CH2:16][N:15]([C:18]([NH:20][C:21]4[CH:26]=[CH:25][CH:24]=[CH:23][C:22]=4[O:27]C)=[O:19])[CH2:14][CH2:13]3)=[CH:7][CH:8]=[N:9]2)=[CH:4][CH:3]=1.B(Br)(Br)Br. Product: [Cl:1][C:2]1[CH:11]=[C:10]2[C:5]([C:6]([N:12]3[CH2:13][CH2:14][N:15]([C:18]([NH:20][C:21]4[CH:26]=[CH:25][CH:24]=[CH:23][C:22]=4[OH:27])=[O:19])[CH2:16][CH2:17]3)=[CH:7][CH:8]=[N:9]2)=[CH:4][CH:3]=1. The catalyst class is: 2. (3) Reactant: C([O:3][C:4]([C:6]1[C:7]2[N:8]=[CH:9][CH:10]=[N:11][C:12]=2[C:13]([C:16]2[C:21]([F:22])=[C:20]([O:23][CH3:24])[CH:19]=[C:18]([O:25][CH3:26])[C:17]=2[Cl:27])=[CH:14][CH:15]=1)=O)C.[CH2:28]([N:30]1[CH2:35][CH2:34][N:33]([CH2:36][C:37]2[CH:38]=[CH:39][C:40]([NH2:43])=[N:41][CH:42]=2)[CH2:32][CH2:31]1)[CH3:29].C[Al](C)C.C([O-])(O)=O.[Na+]. Product: [CH2:28]([N:30]1[CH2:31][CH2:32][N:33]([CH2:36][C:37]2[CH:38]=[CH:39][C:40]([NH:43][C:4]([C:6]3[C:7]4[N:8]=[CH:9][CH:10]=[N:11][C:12]=4[C:13]([C:16]4[C:21]([F:22])=[C:20]([O:23][CH3:24])[CH:19]=[C:18]([O:25][CH3:26])[C:17]=4[Cl:27])=[CH:14][CH:15]=3)=[O:3])=[N:41][CH:42]=2)[CH2:34][CH2:35]1)[CH3:29]. The catalyst class is: 512.